Dataset: NCI-60 drug combinations with 297,098 pairs across 59 cell lines. Task: Regression. Given two drug SMILES strings and cell line genomic features, predict the synergy score measuring deviation from expected non-interaction effect. (1) Drug 1: C1=CN(C(=O)N=C1N)C2C(C(C(O2)CO)O)O.Cl. Drug 2: CC1=C(C(=O)C2=C(C1=O)N3CC4C(C3(C2COC(=O)N)OC)N4)N. Cell line: T-47D. Synergy scores: CSS=13.5, Synergy_ZIP=-7.46, Synergy_Bliss=-4.12, Synergy_Loewe=-2.55, Synergy_HSA=-1.86. (2) Drug 1: CC1=C(N=C(N=C1N)C(CC(=O)N)NCC(C(=O)N)N)C(=O)NC(C(C2=CN=CN2)OC3C(C(C(C(O3)CO)O)O)OC4C(C(C(C(O4)CO)O)OC(=O)N)O)C(=O)NC(C)C(C(C)C(=O)NC(C(C)O)C(=O)NCCC5=NC(=CS5)C6=NC(=CS6)C(=O)NCCC[S+](C)C)O. Drug 2: CNC(=O)C1=NC=CC(=C1)OC2=CC=C(C=C2)NC(=O)NC3=CC(=C(C=C3)Cl)C(F)(F)F. Cell line: UACC-257. Synergy scores: CSS=-0.0285, Synergy_ZIP=-0.671, Synergy_Bliss=-1.01, Synergy_Loewe=-1.42, Synergy_HSA=-1.29. (3) Drug 1: CNC(=O)C1=NC=CC(=C1)OC2=CC=C(C=C2)NC(=O)NC3=CC(=C(C=C3)Cl)C(F)(F)F. Drug 2: CS(=O)(=O)OCCCCOS(=O)(=O)C. Synergy scores: CSS=11.6, Synergy_ZIP=-3.50, Synergy_Bliss=-0.564, Synergy_Loewe=2.09, Synergy_HSA=2.60. Cell line: UO-31. (4) Drug 1: C1=NC(=NC(=O)N1C2C(C(C(O2)CO)O)O)N. Drug 2: C1CC(=O)NC(=O)C1N2C(=O)C3=CC=CC=C3C2=O. Cell line: EKVX. Synergy scores: CSS=-5.18, Synergy_ZIP=3.13, Synergy_Bliss=1.91, Synergy_Loewe=-3.58, Synergy_HSA=-3.73. (5) Drug 1: CN1C2=C(C=C(C=C2)N(CCCl)CCCl)N=C1CCCC(=O)O.Cl. Drug 2: COC1=NC(=NC2=C1N=CN2C3C(C(C(O3)CO)O)O)N. Cell line: A549. Synergy scores: CSS=0.748, Synergy_ZIP=1.42, Synergy_Bliss=0.505, Synergy_Loewe=-0.925, Synergy_HSA=-2.06. (6) Drug 1: C1=CC(=C2C(=C1NCCNCCO)C(=O)C3=C(C=CC(=C3C2=O)O)O)NCCNCCO. Drug 2: CN(C(=O)NC(C=O)C(C(C(CO)O)O)O)N=O. Cell line: U251. Synergy scores: CSS=49.3, Synergy_ZIP=1.58, Synergy_Bliss=2.48, Synergy_Loewe=-36.7, Synergy_HSA=2.37.